From a dataset of Reaction yield outcomes from USPTO patents with 853,638 reactions. Predict the reaction yield, written as a fraction of the theoretical maximum amount of product (1.0 means a 100% yield; for example, 0.34 means a 34% yield). (1) The yield is 0.690. The catalyst is C(#N)C.CN(C=O)C.CN(C=O)C.CCOC(C)=O.CCO.C(Cl)Cl. The product is [NH2:22][C@H:10]1[C@@H:11]([N:15]2[CH:19]=[C:18]([CH2:20][OH:21])[N:17]=[N:16]2)[C@@H:12]([CH3:14])[CH2:13][N:8]([C:7]2[CH:6]=[CH:5][N:4]=[CH:3][C:2]=2[NH:1][C:65](=[O:66])[C:63]2[CH:62]=[CH:61][C:60]([F:68])=[C:59]([C:53]3[C:52]([F:51])=[CH:57][CH:56]=[CH:55][C:54]=3[F:58])[N:64]=2)[CH2:9]1. The reactants are [NH2:1][C:2]1[CH:3]=[N:4][CH:5]=[CH:6][C:7]=1[N:8]1[CH2:13][C@H:12]([CH3:14])[C@H:11]([N:15]2[CH:19]=[C:18]([CH2:20][OH:21])[N:17]=[N:16]2)[C@H:10]([NH:22]C(=O)OC(C)(C)C)[CH2:9]1.CCN=C=NCCCN(C)C.C1C=NC2N(O)N=NC=2C=1.[F:51][C:52]1[CH:57]=[CH:56][CH:55]=[C:54]([F:58])[C:53]=1[C:59]1[N:64]=[C:63]([C:65](O)=[O:66])[CH:62]=[CH:61][C:60]=1[F:68].C(=O)([O-])[O-].[K+].[K+]. (2) The reactants are Br[C:2]1[CH:13]=[CH:12][C:5]([CH2:6][O:7][Si:8]([CH3:11])([CH3:10])[CH3:9])=[C:4]([CH3:14])[CH:3]=1.[CH3:15][Si:16]([C:19]#[CH:20])([CH3:18])[CH3:17]. The catalyst is C(N(CC)CC)C.[Cu]I.Cl[Pd](Cl)([P](C1C=CC=CC=1)(C1C=CC=CC=1)C1C=CC=CC=1)[P](C1C=CC=CC=1)(C1C=CC=CC=1)C1C=CC=CC=1. The product is [CH3:14][C:4]1[CH:3]=[C:2]([C:20]#[C:19][Si:16]([CH3:18])([CH3:17])[CH3:15])[CH:13]=[CH:12][C:5]=1[CH2:6][O:7][Si:8]([CH3:11])([CH3:10])[CH3:9]. The yield is 0.650.